From a dataset of Catalyst prediction with 721,799 reactions and 888 catalyst types from USPTO. Predict which catalyst facilitates the given reaction. (1) Reactant: [Si]([O:18][C@@H:19]([CH2:25]/[CH:26]=[CH:27]\[CH2:28][CH2:29][CH2:30][CH2:31][CH2:32][CH2:33][CH2:34][CH2:35][CH:36]([O:55][C:56](=[O:63])[CH2:57][CH2:58][CH2:59][N:60]([CH3:62])[CH3:61])[CH2:37][CH2:38][CH2:39][CH2:40][CH2:41][CH2:42][CH2:43][CH2:44]/[CH:45]=[CH:46]\[CH2:47]/[CH:48]=[CH:49]\[CH2:50][CH2:51][CH2:52][CH2:53][CH3:54])[CH2:20][CH2:21][CH2:22][CH2:23][CH3:24])(C(C)(C)C)(C1C=CC=CC=1)C1C=CC=CC=1.CO.C(Cl)Cl. Product: [CH3:62][N:60]([CH3:61])[CH2:59][CH2:58][CH2:57][C:56]([O:55][CH:36]([CH2:37][CH2:38][CH2:39][CH2:40][CH2:41][CH2:42][CH2:43][CH2:44]/[CH:45]=[CH:46]\[CH2:47]/[CH:48]=[CH:49]\[CH2:50][CH2:51][CH2:52][CH2:53][CH3:54])[CH2:35][CH2:34][CH2:33][CH2:32][CH2:31][CH2:30][CH2:29][CH2:28]/[CH:27]=[CH:26]\[CH2:25][C@H:19]([OH:18])[CH2:20][CH2:21][CH2:22][CH2:23][CH3:24])=[O:63]. The catalyst class is: 33. (2) Reactant: [CH2:1]([O:8][C:9]([NH:11][C:12]1[C:13]([C:23]([O:25]CC)=[O:24])=[N:14][C:15]2[C:20]([CH:21]=1)=[CH:19][CH:18]=[C:17](Br)[CH:16]=2)=[O:10])[C:2]1[CH:7]=[CH:6][CH:5]=[CH:4][CH:3]=1.[NH:28]1[CH2:33][CH2:32][CH2:31][CH2:30][C:29]1=[O:34].C1(P(C2C=CC=CC=2)C2C3OC4C(=CC=CC=4P(C4C=CC=CC=4)C4C=CC=CC=4)C(C)(C)C=3C=CC=2)C=CC=CC=1.C([O-])([O-])=O.[Cs+].[Cs+]. Product: [CH2:1]([O:8][C:9]([NH:11][C:12]1[C:13]([C:23]([OH:25])=[O:24])=[N:14][C:15]2[C:20]([CH:21]=1)=[CH:19][CH:18]=[C:17]([N:28]1[CH2:33][CH2:32][CH2:31][CH2:30][C:29]1=[O:34])[CH:16]=2)=[O:10])[C:2]1[CH:7]=[CH:6][CH:5]=[CH:4][CH:3]=1. The catalyst class is: 231. (3) Reactant: [CH3:1][N:2]1[C:10]2[C:5](=[CH:6][CH:7]=[CH:8][CH:9]=2)[C:4]([C:11](=[O:15])[C:12]([OH:14])=O)=[CH:3]1.[C:16]1([CH:22]([NH2:29])[C:23]2[CH:28]=[CH:27][CH:26]=[CH:25][CH:24]=2)[CH:21]=[CH:20][CH:19]=[CH:18][CH:17]=1. Product: [CH:22]([NH:29][C:12](=[O:14])[C:11]([C:4]1[C:5]2[C:10](=[CH:9][CH:8]=[CH:7][CH:6]=2)[N:2]([CH3:1])[CH:3]=1)=[O:15])([C:23]1[CH:24]=[CH:25][CH:26]=[CH:27][CH:28]=1)[C:16]1[CH:21]=[CH:20][CH:19]=[CH:18][CH:17]=1. The catalyst class is: 23. (4) Reactant: [CH3:1][O:2][C:3]([C:5]1([NH:13][OH:14])[CH2:10][CH2:9][N:8]([O:11][CH3:12])[CH2:7][CH2:6]1)=[O:4].C(=O)([O-])O.[Na+].[CH3:20][C:21]1[CH:26]=[C:25]([CH3:27])[CH:24]=[C:23]([CH:28]=[CH2:29])[C:22]=1[CH2:30][C:31](Cl)=[O:32]. Product: [CH3:1][O:2][C:3]([C:5]1([N:13]([C:31](=[O:32])[CH2:30][C:22]2[C:23]([CH:28]=[CH2:29])=[CH:24][C:25]([CH3:27])=[CH:26][C:21]=2[CH3:20])[OH:14])[CH2:10][CH2:9][N:8]([O:11][CH3:12])[CH2:7][CH2:6]1)=[O:4]. The catalyst class is: 7. (5) Reactant: O.C(O)(=O)C.[N+:6]([C:9]1[C:10]([NH:19][CH2:20][C:21]([F:24])([F:23])[F:22])=[N:11][CH:12]=[C:13]([C:15]([F:18])([F:17])[F:16])[CH:14]=1)([O-])=O. Product: [F:24][C:21]([F:22])([F:23])[CH2:20][NH:19][C:10]1[C:9]([NH2:6])=[CH:14][C:13]([C:15]([F:16])([F:17])[F:18])=[CH:12][N:11]=1. The catalyst class is: 679. (6) The catalyst class is: 2. Reactant: [O:1]=[C:2]1[NH:7][CH:6]=[CH:5][N:4]([S:8]([C:11]2[CH:17]=[CH:16][C:14]([CH3:15])=[CH:13][CH:12]=2)(=[O:10])=[O:9])[C@@H:3]1[CH2:18][C:19]([OH:21])=O.C1CN(C(Cl)=[N+]2CCCC2)CC1.F[P-](F)(F)(F)(F)F.[CH3:41][NH:42][C@H:43]1[C:52]2[C:47](=[CH:48][C:49]([CH2:53][N:54]3[CH2:59][CH2:58][CH2:57][CH2:56][CH2:55]3)=[CH:50][CH:51]=2)[CH2:46][CH2:45][CH2:44]1.CCN(C(C)C)C(C)C. Product: [CH3:41][N:42]([C@H:43]1[C:52]2[C:47](=[CH:48][C:49]([CH2:53][N:54]3[CH2:59][CH2:58][CH2:57][CH2:56][CH2:55]3)=[CH:50][CH:51]=2)[CH2:46][CH2:45][CH2:44]1)[C:19](=[O:21])[CH2:18][C@@H:3]1[C:2](=[O:1])[NH:7][CH:6]=[CH:5][N:4]1[S:8]([C:11]1[CH:17]=[CH:16][C:14]([CH3:15])=[CH:13][CH:12]=1)(=[O:10])=[O:9]. (7) Reactant: [ClH:1].[CH3:2][CH2:3][NH:4][C:5]([C@H:7]1[N:11]([C:12]([C@@H:14]([NH:22][C:23]([C@@H:25]([NH:30][C:31]([C@H:33]([NH:38][C:39]([C@@H:41]([NH:50][C:51]([C@@H:53]([NH:56][C:57]([C@@H:59]([NH:70][C:71]([C@@H:73]([NH:80][C:81]([C@H:83]2[NH:88][C:86](=[O:87])[CH2:85][CH2:84]2)=[O:82])[CH2:74][C:75]2[N:79]=[CH:78][NH:77][CH:76]=2)=[O:72])[CH2:60][C:61]2[C:65]3[CH:66]=[CH:67][CH:68]=[CH:69][C:64]=3[NH:63][CH:62]=2)=[O:58])[CH2:54][OH:55])=[O:52])[CH2:42][C:43]2[CH:44]=[CH:45][C:46]([OH:49])=[CH:47][CH:48]=2)=[O:40])[CH2:34][CH:35]([CH3:37])[CH3:36])=[O:32])[CH2:26][CH:27]([CH3:29])[CH3:28])=[O:24])[CH2:15][CH2:16][CH2:17][NH:18][C:19]([NH2:21])=[NH:20])=[O:13])[CH2:10][CH2:9][CH2:8]1)=[O:6].CC(O)=O. Product: [CH3:2][CH2:3][NH:4][C:5]([C@H:7]1[N:11]([C:12]([C@@H:14]([NH:22][C:23]([C@@H:25]([NH:30][C:31]([C@H:33]([NH:38][C:39]([C@@H:41]([NH:50][C:51]([C@@H:53]([NH:56][C:57]([C@@H:59]([NH:70][C:71]([C@@H:73]([NH:80][C:81]([C@H:83]2[NH:88][C:86](=[O:87])[CH2:85][CH2:84]2)=[O:82])[CH2:74][C:75]2[N:79]=[CH:78][NH:77][CH:76]=2)=[O:72])[CH2:60][C:61]2[C:65]3[CH:66]=[CH:67][CH:68]=[CH:69][C:64]=3[NH:63][CH:62]=2)=[O:58])[CH2:54][OH:55])=[O:52])[CH2:42][C:43]2[CH:48]=[CH:47][C:46]([OH:49])=[CH:45][CH:44]=2)=[O:40])[CH2:34][CH:35]([CH3:37])[CH3:36])=[O:32])[CH2:26][CH:27]([CH3:29])[CH3:28])=[O:24])[CH2:15][CH2:16][CH2:17][NH:18][C:19]([NH2:21])=[NH:20])=[O:13])[CH2:10][CH2:9][CH2:8]1)=[O:6].[ClH:1].[ClH:1]. The catalyst class is: 6. (8) Reactant: [Cl:1][C:2]1[C:3]([C:26]([F:29])([F:28])[F:27])=[N:4][N:5]([CH2:8][C:9]([N:11]2[CH2:16][CH2:15][C:14]([C:19]3[CH:24]=[CH:23][C:22]([Cl:25])=[CH:21][CH:20]=3)([C:17]#[N:18])[CH2:13][CH2:12]2)=[O:10])[C:6]=1[CH3:7].Cl.[NH2:31][OH:32]. Product: [Cl:1][C:2]1[C:3]([C:26]([F:29])([F:28])[F:27])=[N:4][N:5]([CH2:8][C:9]([N:11]2[CH2:16][CH2:15][C:14]([C:19]3[CH:24]=[CH:23][C:22]([Cl:25])=[CH:21][CH:20]=3)([C:17]([NH:31][OH:32])=[NH:18])[CH2:13][CH2:12]2)=[O:10])[C:6]=1[CH3:7]. The catalyst class is: 8. (9) Reactant: [CH:1]([C:3]1[CH:8]=[CH:7][C:6]([S:9][C:10]([CH3:19])([CH3:18])[C:11]([O:13][C:14]([CH3:17])([CH3:16])[CH3:15])=[O:12])=[CH:5][CH:4]=1)=O.[CH3:20][O:21][CH2:22][CH2:23][NH2:24].C([BH3-])#N.[Na+].Cl.C(=O)([O-])[O-].[Na+].[Na+]. Product: [CH3:20][O:21][CH2:22][CH2:23][NH:24][CH2:1][C:3]1[CH:8]=[CH:7][C:6]([S:9][C:10]([CH3:19])([CH3:18])[C:11]([O:13][C:14]([CH3:17])([CH3:16])[CH3:15])=[O:12])=[CH:5][CH:4]=1. The catalyst class is: 130.